This data is from NCI-60 drug combinations with 297,098 pairs across 59 cell lines. The task is: Regression. Given two drug SMILES strings and cell line genomic features, predict the synergy score measuring deviation from expected non-interaction effect. Drug 1: CC1C(C(CC(O1)OC2CC(CC3=C2C(=C4C(=C3O)C(=O)C5=C(C4=O)C(=CC=C5)OC)O)(C(=O)C)O)N)O.Cl. Drug 2: COC1=C2C(=CC3=C1OC=C3)C=CC(=O)O2. Cell line: NCIH23. Synergy scores: CSS=8.19, Synergy_ZIP=1.07, Synergy_Bliss=1.25, Synergy_Loewe=-34.7, Synergy_HSA=1.30.